Dataset: Forward reaction prediction with 1.9M reactions from USPTO patents (1976-2016). Task: Predict the product of the given reaction. (1) Given the reactants Br[C:2]1[CH:7]=[CH:6][N:5]=[C:4]2[N:8]([S:15]([C:18]3[CH:23]=[CH:22][CH:21]=[CH:20][CH:19]=3)(=[O:17])=[O:16])[C:9]([Si:11]([CH3:14])([CH3:13])[CH3:12])=[CH:10][C:3]=12.[CH3:24][N:25]1[CH:29]=[C:28](B2OC(C)(C)C(C)(C)O2)[C:27]([C:39]2[CH:44]=[CH:43][C:42]([N+:45]([O-:47])=[O:46])=[CH:41][CH:40]=2)=[N:26]1.N#N, predict the reaction product. The product is: [CH3:24][N:25]1[CH:29]=[C:28]([C:2]2[CH:7]=[CH:6][N:5]=[C:4]3[N:8]([S:15]([C:18]4[CH:23]=[CH:22][CH:21]=[CH:20][CH:19]=4)(=[O:17])=[O:16])[C:9]([Si:11]([CH3:14])([CH3:13])[CH3:12])=[CH:10][C:3]=23)[C:27]([C:39]2[CH:40]=[CH:41][C:42]([N+:45]([O-:47])=[O:46])=[CH:43][CH:44]=2)=[N:26]1. (2) Given the reactants [F:1][C:2]1[CH:7]=[CH:6][C:5]([N+:8]([O-])=O)=[CH:4][C:3]=1[C@@:11]1([CH3:24])[N:20]=[C:19]([NH2:21])[C:14]2([CH2:18][CH2:17][CH2:16][CH2:15]2)[S:13](=[O:23])(=[O:22])[CH2:12]1.C(N(CC)CC)C, predict the reaction product. The product is: [NH2:8][C:5]1[CH:6]=[CH:7][C:2]([F:1])=[C:3]([C@@:11]2([CH3:24])[N:20]=[C:19]([NH2:21])[C:14]3([CH2:18][CH2:17][CH2:16][CH2:15]3)[S:13](=[O:22])(=[O:23])[CH2:12]2)[CH:4]=1. (3) Given the reactants [CH:1]([C:3]1[CH:4]=[N:5][CH:6]=[CH:7][C:8]=1[C:9]1[CH:10]=[C:11]([CH:14]=[CH:15][CH:16]=1)[C:12]#[N:13])=[O:2].[Cl:17][C:18]1[CH:19]=[C:20]([Mg]Br)[CH:21]=[C:22]([Cl:24])[CH:23]=1, predict the reaction product. The product is: [Cl:17][C:18]1[CH:19]=[C:20]([CH:1]([OH:2])[C:3]2[CH:4]=[N:5][CH:6]=[CH:7][C:8]=2[C:9]2[CH:10]=[C:11]([CH:14]=[CH:15][CH:16]=2)[C:12]#[N:13])[CH:21]=[C:22]([Cl:24])[CH:23]=1. (4) Given the reactants CON(C)[C:4]([CH:6]([NH:8][C:9](=[O:15])[O:10][C:11]([CH3:14])([CH3:13])[CH3:12])[CH3:7])=[O:5].[C:17]1([Mg]Br)[CH:22]=[CH:21][CH:20]=[CH:19][CH:18]=1, predict the reaction product. The product is: [O:5]=[C:4]([C:17]1[CH:22]=[CH:21][CH:20]=[CH:19][CH:18]=1)[CH:6]([NH:8][C:9](=[O:15])[O:10][C:11]([CH3:12])([CH3:13])[CH3:14])[CH3:7].